This data is from hERG Central: cardiac toxicity at 1µM, 10µM, and general inhibition. The task is: Predict hERG channel inhibition at various concentrations. (1) The compound is Cc1ccc(CN2CCN(CCCn3cccn3)CC2CCO)cc1. Results: hERG_inhib (hERG inhibition (general)): blocker. (2) Results: hERG_inhib (hERG inhibition (general)): blocker. The compound is CN(C)CCCN(C(=O)COc1ccccc1)c1nc(CC(=O)Nc2ccc(Cl)cc2)cs1.Cl. (3) Results: hERG_inhib (hERG inhibition (general)): blocker. The molecule is Cc1nc2cc(NCc3nc4ccccc4n3Cc3ccccc3)ccc2n1C. (4) The molecule is Cc1ccc(C(OCC(O)CN2CCCCC2CO)c2ccccc2)cc1. Results: hERG_inhib (hERG inhibition (general)): blocker. (5) Results: hERG_inhib (hERG inhibition (general)): blocker. The molecule is CC1CCCN(CCOCCOc2ccc(Br)cc2Cl)C1.O=C(O)C(=O)O. (6) The drug is c1cncc(N=c2scc(-c3cccc4ccccc34)n2CCCn2ccnc2)c1. Results: hERG_inhib (hERG inhibition (general)): blocker. (7) The compound is CCN1CCN(C(CNS(=O)(=O)c2ccc(Br)cc2)c2cccnc2)CC1. Results: hERG_inhib (hERG inhibition (general)): blocker.